Dataset: Forward reaction prediction with 1.9M reactions from USPTO patents (1976-2016). Task: Predict the product of the given reaction. (1) Given the reactants C[O:2][CH:3]([O:9]C)[C:4]1[Se:5]C=CC=1.[CH2:11]([Li])[CH2:12][CH2:13][CH3:14].[C]=[O:17], predict the reaction product. The product is: [CH:11]([C:12]1[Se:5][C:4]([C:3]([OH:9])=[O:2])=[CH:14][CH:13]=1)=[O:17]. (2) Given the reactants [CH2:1]1[C:6](=[O:7])[N:5]([O:8][C:9]([O:11][N:12]2[C:17](=[O:18])[CH2:16][CH2:15][C:13]2=[O:14])=[O:10])[C:3](=[O:4])[CH2:2]1.C(N(CC)CC)C.[N:26]1([CH2:31][CH2:32]O)[CH:30]=[CH:29][N:28]=[CH:27]1.[NH2:34][C:35]1[CH:36]=[C:37]([CH:52]=[CH:53][CH:54]=1)[CH2:38][C:39]1[C:44](=[O:45])[CH:43]=[CH:42][N:41]([C:46]2[CH:47]=[N:48][N:49]([CH3:51])[CH:50]=2)[N:40]=1, predict the reaction product. The product is: [CH2:16]1[C:17](=[O:18])[N:12]([O:11][C:9]([O:8][N:5]2[C:3](=[O:4])[CH2:2][CH2:1][C:6]2=[O:7])=[O:10])[C:13](=[O:14])[CH2:15]1.[N:26]1([CH2:31][CH2:32][N:34]([C:35]2[CH:54]=[CH:53][CH:52]=[C:37]([CH2:38][C:39]3[C:44](=[O:45])[CH:43]=[CH:42][N:41]([C:46]4[CH:47]=[N:48][N:49]([CH3:51])[CH:50]=4)[N:40]=3)[CH:36]=2)[C:9](=[O:8])[O-:10])[CH:30]=[CH:29][N:28]=[CH:27]1. (3) Given the reactants [NH2:1][C:2]1[CH:7]=[CH:6][C:5]([S:8]([N:11]([CH3:32])[C:12]2[CH:31]=[CH:30][C:15]3[N:16]([CH2:23][CH:24]4[CH2:29][CH2:28][O:27][CH2:26][CH2:25]4)[C:17]([C:19]([F:22])([F:21])[F:20])=[N:18][C:14]=3[CH:13]=2)(=[O:10])=[O:9])=[CH:4][CH:3]=1.[Cl-].[C:34]([O:37][CH2:38][C:39](Cl)=[O:40])(=[O:36])[CH3:35], predict the reaction product. The product is: [C:34]([O:37][CH2:38][C:39]([NH:1][C:2]1[CH:3]=[CH:4][C:5]([S:8]([N:11]([CH3:32])[C:12]2[CH:31]=[CH:30][C:15]3[N:16]([CH2:23][CH:24]4[CH2:29][CH2:28][O:27][CH2:26][CH2:25]4)[C:17]([C:19]([F:21])([F:20])[F:22])=[N:18][C:14]=3[CH:13]=2)(=[O:10])=[O:9])=[CH:6][CH:7]=1)=[O:40])(=[O:36])[CH3:35]. (4) Given the reactants [CH2:1]1[C:7]2[CH:8]=[CH:9][C:10]([C:12](=[O:14])[CH3:13])=[CH:11][C:6]=2[CH2:5][CH2:4][NH:3][CH2:2]1.[CH3:15][C:16]([O:19][C:20](O[C:20]([O:19][C:16]([CH3:18])([CH3:17])[CH3:15])=[O:21])=[O:21])([CH3:18])[CH3:17].C(=O)([O-])[O-].[K+].[K+], predict the reaction product. The product is: [C:12]([C:10]1[CH:9]=[CH:8][C:7]2[CH2:1][CH2:2][N:3]([C:20]([O:19][C:16]([CH3:18])([CH3:17])[CH3:15])=[O:21])[CH2:4][CH2:5][C:6]=2[CH:11]=1)(=[O:14])[CH3:13].